This data is from Ames mutagenicity test results for genotoxicity prediction. The task is: Regression/Classification. Given a drug SMILES string, predict its toxicity properties. Task type varies by dataset: regression for continuous values (e.g., LD50, hERG inhibition percentage) or binary classification for toxic/non-toxic outcomes (e.g., AMES mutagenicity, cardiotoxicity, hepatotoxicity). Dataset: ames. (1) The drug is O=c1c2ccc3c4c(ccc(c24)c2nc4ccccc4n12)c(=O)n1c2ccccc2nc31. The result is 1 (mutagenic). (2) The drug is CCOC(=O)c1ccccc1N. The result is 0 (non-mutagenic). (3) The drug is CCCCOc1ccc(N=O)cc1. The result is 1 (mutagenic). (4) The molecule is O=C1C=CC(=O)C1(Cl)Cl. The result is 1 (mutagenic). (5) The drug is Nc1ccc(O)c2c1C(=O)c1ccccc1C2=O. The result is 1 (mutagenic).